Dataset: Forward reaction prediction with 1.9M reactions from USPTO patents (1976-2016). Task: Predict the product of the given reaction. (1) Given the reactants [C:1]([O:5][C:6](=[O:34])[NH:7][CH2:8][C:9]1[CH:14]=[CH:13][C:12]([O:15][Si](C(C)(C)C)(C2C=CC=CC=2)C2C=CC=CC=2)=[CH:11][C:10]=1[F:33])([CH3:4])([CH3:3])[CH3:2].[F-].C([N+](CCCC)(CCCC)CCCC)CCC, predict the reaction product. The product is: [C:1]([O:5][C:6](=[O:34])[NH:7][CH2:8][C:9]1[CH:14]=[CH:13][C:12]([OH:15])=[CH:11][C:10]=1[F:33])([CH3:4])([CH3:2])[CH3:3]. (2) Given the reactants [CH:1]1([NH:4][C:5]2[N:10]=[C:9]([C:11]3[CH:12]=[N:13][N:14]4[C:19]=3[CH:18]=[CH:17][C:16]([O:20]C)=[N:15]4)[CH:8]=[CH:7][N:6]=2)[CH2:3][CH2:2]1, predict the reaction product. The product is: [CH:1]1([NH:4][C:5]2[N:10]=[C:9]([C:11]3[CH:12]=[N:13][N:14]4[C:19]=3[CH:18]=[CH:17][C:16]([OH:20])=[N:15]4)[CH:8]=[CH:7][N:6]=2)[CH2:3][CH2:2]1. (3) Given the reactants [Cl:1][C:2]1[CH:3]=[C:4]([OH:13])[C:5]([CH3:12])=[C:6]([CH:11]=1)[C:7]([O:9][CH3:10])=[O:8].C(=O)([O-])[O-].[Cs+].[Cs+].I[CH:21]1[CH2:25][CH2:24][CH2:23][CH2:22]1.CCOC(C)=O, predict the reaction product. The product is: [Cl:1][C:2]1[CH:3]=[C:4]([O:13][CH:21]2[CH2:25][CH2:24][CH2:23][CH2:22]2)[C:5]([CH3:12])=[C:6]([CH:11]=1)[C:7]([O:9][CH3:10])=[O:8]. (4) Given the reactants [B-].[Na+].[Cl:3][C:4]1[CH:5]=[C:6]([C:10]2[C:19]3[C:14](=[CH:15][CH:16]=[C:17]([C:20]([C:28]4[CH:33]=[CH:32][C:31]([F:34])=[CH:30][CH:29]=4)([C:22]4[N:26]([CH3:27])[CH:25]=[N:24][CH:23]=4)[OH:21])[CH:18]=3)[N:13]3[N:35]=[N:36][N:37]=[C:12]3[N:11]=2)[CH:7]=[CH:8][CH:9]=1.C(Cl)Cl, predict the reaction product. The product is: [Cl:3][C:4]1[CH:5]=[C:6]([CH:10]2[C:19]3[C:14](=[CH:15][CH:16]=[C:17]([C:20]([C:28]4[CH:33]=[CH:32][C:31]([F:34])=[CH:30][CH:29]=4)([C:22]4[N:26]([CH3:27])[CH:25]=[N:24][CH:23]=4)[OH:21])[CH:18]=3)[N:13]3[N:35]=[N:36][N:37]=[C:12]3[NH:11]2)[CH:7]=[CH:8][CH:9]=1. (5) Given the reactants [Cl:1][C:2]1[CH:10]=[C:9]([C:11]([NH:13][CH:14]([C:16]2[NH:20][C:19]3[CH:21]=[CH:22][C:23]([Cl:25])=[CH:24][C:18]=3[N:17]=2)[CH3:15])=[O:12])[CH:8]=[CH:7][C:3]=1[C:4]([OH:6])=O.[CH:26]([C@@H:39]1[CH2:43][CH2:42][CH2:41][NH:40]1)([C:33]1[CH:38]=[CH:37][CH:36]=[CH:35][CH:34]=1)[C:27]1[CH:32]=[CH:31][CH:30]=[CH:29][CH:28]=1.C(N(C(C)C)CC)(C)C.ClCl, predict the reaction product. The product is: [CH:26]([C@@H:39]1[CH2:43][CH2:42][CH2:41][N:40]1[C:4]([C:3]1[CH:7]=[CH:8][C:9]([C:11]([NH:13][CH:14]([C:16]2[NH:20][C:19]3[CH:21]=[CH:22][C:23]([Cl:25])=[CH:24][C:18]=3[N:17]=2)[CH3:15])=[O:12])=[CH:10][C:2]=1[Cl:1])=[O:6])([C:33]1[CH:34]=[CH:35][CH:36]=[CH:37][CH:38]=1)[C:27]1[CH:32]=[CH:31][CH:30]=[CH:29][CH:28]=1. (6) Given the reactants Cl[C:2]1[CH:7]=[CH:6][C:5]([N+:8]([O-:10])=[O:9])=[CH:4][N:3]=1.[CH2:11]([O:18][CH2:19][CH2:20][OH:21])[C:12]1[CH:17]=[CH:16][CH:15]=[CH:14][CH:13]=1.[H-].[Na+].C(O)(=O)C, predict the reaction product. The product is: [CH2:11]([O:18][CH2:19][CH2:20][O:21][C:2]1[CH:7]=[CH:6][C:5]([N+:8]([O-:10])=[O:9])=[CH:4][N:3]=1)[C:12]1[CH:17]=[CH:16][CH:15]=[CH:14][CH:13]=1. (7) Given the reactants [C:1]([C:3]1[CH:17]=[CH:16][C:6]([CH2:7]P(=O)(OCC)OCC)=[CH:5][CH:4]=1)#[N:2].[CH2:18]([CH:20]([CH2:43][CH2:44][CH2:45][CH3:46])[CH2:21][O:22][C:23]1[CH:30]=[C:29]([N+:31]([O-:33])=[O:32])[C:28]([O:34][CH2:35][CH:36]([CH2:41][CH3:42])[CH2:37][CH2:38][CH2:39][CH3:40])=[CH:27][C:24]=1[CH:25]=O)[CH3:19].CC(C)([O-])C.[K+], predict the reaction product. The product is: [CH2:18]([CH:20]([CH2:43][CH2:44][CH2:45][CH3:46])[CH2:21][O:22][C:23]1[CH:30]=[C:29]([N+:31]([O-:33])=[O:32])[C:28]([O:34][CH2:35][CH:36]([CH2:41][CH3:42])[CH2:37][CH2:38][CH2:39][CH3:40])=[CH:27][C:24]=1/[CH:25]=[CH:7]/[C:6]1[CH:5]=[CH:4][C:3]([C:1]#[N:2])=[CH:17][CH:16]=1)[CH3:19]. (8) The product is: [CH3:1][C:2]1([CH3:28])[CH2:7][CH:6]([NH:8][C:9]2[N:14]=[C:13]([N:15]3[C:23]4[C:18](=[CH:19][CH:20]=[CH:21][CH:22]=4)[C:17]([C:24]([NH2:25])=[O:29])=[CH:16]3)[CH:12]=[CH:11][N:10]=2)[CH2:5][C:4]([CH3:27])([CH3:26])[NH:3]1. Given the reactants [CH3:1][C:2]1([CH3:28])[CH2:7][CH:6]([NH:8][C:9]2[N:14]=[C:13]([N:15]3[C:23]4[C:18](=[CH:19][CH:20]=[CH:21][CH:22]=4)[C:17]([C:24]#[N:25])=[CH:16]3)[CH:12]=[CH:11][N:10]=2)[CH2:5][C:4]([CH3:27])([CH3:26])[NH:3]1.[OH-:29].[Na+].OO.O, predict the reaction product. (9) Given the reactants FC(C1NN=C(C(F)(F)F)C=1)(F)F.C(=O)([O-])[O-].[K+].[K+].Br[C:21]1[CH:22]=[CH:23][C:24]([N+:27]([O-:29])=[O:28])=[N:25][CH:26]=1.CC(=O)OCC.[Cl-].[Na+].O, predict the reaction product. The product is: [N+:27]([C:24]1[CH:23]=[CH:22][CH:21]=[CH:26][N:25]=1)([O-:29])=[O:28].